This data is from Buchwald-Hartwig C-N cross coupling reaction yields with 55,370 reactions. The task is: Predict the reaction yield, written as a fraction of the theoretical maximum amount of product (1.0 means a 100% yield; for example, 0.34 means a 34% yield). (1) The reactants are FC(F)(F)c1ccc(I)cc1.Cc1ccc(N)cc1.O=S(=O)(O[Pd]1c2ccccc2-c2ccccc2N~1)C(F)(F)F.CC(C)c1cc(C(C)C)c(-c2ccccc2P(C(C)(C)C)C(C)(C)C)c(C(C)C)c1.CN(C)C(=NC(C)(C)C)N(C)C.CCOC(=O)c1ccon1. No catalyst specified. The product is Cc1ccc(Nc2ccc(C(F)(F)F)cc2)cc1. The yield is 0.353. (2) The reactants are COc1ccc(I)cc1.Cc1ccc(N)cc1.O=S(=O)(O[Pd]1c2ccccc2-c2ccccc2N~1)C(F)(F)F.CC(C)c1cc(C(C)C)c(-c2ccccc2P(C(C)(C)C)C(C)(C)C)c(C(C)C)c1.CN1CCCN2CCCN=C12.COC(=O)c1cc(-c2cccs2)on1. No catalyst specified. The product is COc1ccc(Nc2ccc(C)cc2)cc1. The yield is 0.427. (3) The product is Cc1ccc(Nc2cccnc2)cc1. The yield is 0.0897. No catalyst specified. The reactants are Ic1cccnc1.Cc1ccc(N)cc1.O=S(=O)(O[Pd]1c2ccccc2-c2ccccc2N~1)C(F)(F)F.CC(C)c1cc(C(C)C)c(-c2ccccc2P(C2CCCCC2)C2CCCCC2)c(C(C)C)c1.CN(C)C(=NC(C)(C)C)N(C)C.c1ccc2nocc2c1.